Dataset: Catalyst prediction with 721,799 reactions and 888 catalyst types from USPTO. Task: Predict which catalyst facilitates the given reaction. (1) Reactant: ClC(Cl)(O[C:5](=[O:11])OC(Cl)(Cl)Cl)Cl.[NH2:13][C:14]1[CH:23]=[CH:22][C:21]([C:24]([C:26]2[N:34]3[C:29]([CH:30]=[CH:31][CH:32]=[CH:33]3)=[C:28]([C:35]3[CH:40]=[CH:39][CH:38]=[C:37]([C:41]([O:43][CH3:44])=[O:42])[CH:36]=3)[C:27]=2[CH3:45])=[O:25])=[CH:20][C:15]=1[C:16]([O:18][CH3:19])=[O:17].C(N(CC)CC)C.[CH2:53]([NH2:56])[CH2:54][CH3:55]. Product: [CH3:44][O:43][C:41]([C:37]1[CH:36]=[C:35]([C:28]2[C:27]([CH3:45])=[C:26]([C:24]([C:21]3[CH:22]=[CH:23][C:14]([NH:13][C:5](=[O:11])[NH:56][CH2:53][CH2:54][CH3:55])=[C:15]([CH:20]=3)[C:16]([O:18][CH3:19])=[O:17])=[O:25])[N:34]3[C:29]=2[CH:30]=[CH:31][CH:32]=[CH:33]3)[CH:40]=[CH:39][CH:38]=1)=[O:42]. The catalyst class is: 38. (2) Reactant: [CH2:1]([C:3]1[S:26][C:6]2[N:7]([CH2:11][C:12]3[CH:17]=[CH:16][C:15]([C:18]4[C:19]([C:24]#[N:25])=[CH:20][CH:21]=[CH:22][CH:23]=4)=[CH:14][CH:13]=3)[C:8](=[O:10])[NH:9][C:5]=2[CH:4]=1)[CH3:2].Br[CH2:28][C:29]1[CH:34]=[CH:33][C:32]([F:35])=[CH:31][CH:30]=1.CN(C)C=O.[H-].[Na+]. Product: [CH2:1]([C:3]1[S:26][C:6]2[N:7]([CH2:11][C:12]3[CH:17]=[CH:16][C:15]([C:18]4[C:19]([C:24]#[N:25])=[CH:20][CH:21]=[CH:22][CH:23]=4)=[CH:14][CH:13]=3)[C:8](=[O:10])[N:9]([CH2:28][C:29]3[CH:34]=[CH:33][C:32]([F:35])=[CH:31][CH:30]=3)[C:5]=2[CH:4]=1)[CH3:2]. The catalyst class is: 13. (3) Reactant: C([O:3][P:4]([O:8][CH2:9][CH3:10])[O:5][CH2:6][CH3:7])C.Br[CH2:12][C:13]1[CH:18]=[CH:17][C:16]([C:19]([OH:21])=[O:20])=[CH:15][CH:14]=1. Product: [CH2:9]([O:8][P:4]([CH2:12][C:13]1[CH:18]=[CH:17][C:16]([C:19]([OH:21])=[O:20])=[CH:15][CH:14]=1)([O:5][CH2:6][CH3:7])=[O:3])[CH3:10]. The catalyst class is: 11. (4) Reactant: O=[C:2]1[NH:10][C:9]2[C:4](=[N:5][C:6]([C:11]3[CH:12]=[N:13][N:14]4[CH:19]=[CH:18][C:17]([C:20]#[N:21])=[CH:16][C:15]=34)=[N:7][CH:8]=2)[N:3]1[CH:22]1[CH2:27][CH2:26][O:25][CH2:24][CH2:23]1.C(OC(OCC)OCC)C. Product: [O:25]1[CH2:24][CH2:23][CH:22]([N:3]2[CH:2]=[N:10][C:9]3[C:4]2=[N:5][C:6]([C:11]2[CH:12]=[N:13][N:14]4[CH:19]=[CH:18][C:17]([C:20]#[N:21])=[CH:16][C:15]=24)=[N:7][CH:8]=3)[CH2:27][CH2:26]1. The catalyst class is: 14.